From a dataset of Catalyst prediction with 721,799 reactions and 888 catalyst types from USPTO. Predict which catalyst facilitates the given reaction. Reactant: [CH:1]([C:13]([O:15]CC)=O)([C:8](OCC)=[O:9])[CH2:2][C:3]([O:5][CH2:6][CH3:7])=[O:4].C(O)(=O)C.[CH:22]([NH2:24])=[NH:23].Cl. Product: [OH:15][C:13]1[C:1]([CH2:2][C:3]([O:5][CH2:6][CH3:7])=[O:4])=[C:8]([OH:9])[N:24]=[CH:22][N:23]=1. The catalyst class is: 779.